From a dataset of Forward reaction prediction with 1.9M reactions from USPTO patents (1976-2016). Predict the product of the given reaction. (1) Given the reactants NC1C=CC(CO)=CC=1Cl.Cl[Si](C(C)(C)C)(C)C.N1C=CN=C1.[Si:24]([O:31][CH2:32][C:33]1[C:39](OC)=[CH:38][C:36]([NH2:37])=[C:35]([Cl:42])[CH:34]=1)([C:27]([CH3:30])([CH3:29])[CH3:28])([CH3:26])[CH3:25], predict the reaction product. The product is: [Si:24]([O:31][CH2:32][C:33]1[CH:39]=[CH:38][C:36]([NH2:37])=[C:35]([Cl:42])[CH:34]=1)([C:27]([CH3:30])([CH3:29])[CH3:28])([CH3:26])[CH3:25]. (2) Given the reactants [NH2:1][CH2:2][C:3]1[CH:4]=[CH:5][C:6]([CH2:10][N:11]([CH2:21][C:22]2[C:27]([CH3:28])=[CH:26][C:25]([Cl:29])=[CH:24][N:23]=2)[C:12]([CH3:20])([C:14]2[CH:19]=[CH:18][CH:17]=[CH:16][N:15]=2)[CH3:13])=[C:7]([CH3:9])[CH:8]=1.[CH3:30][C:31](OC(C)=O)=[O:32].CCN(CC)CC.C([O-])(O)=[O:45].[Na+], predict the reaction product. The product is: [Cl:29][C:25]1[CH:26]=[C:27]([CH3:28])[C:22]([CH2:21][N:11]([CH2:10][C:6]2[CH:5]=[CH:4][C:3]([CH2:2][NH:1][C:31](=[O:32])[CH3:30])=[CH:8][C:7]=2[CH2:9][OH:45])[C:12]([CH3:20])([C:14]2[CH:19]=[CH:18][CH:17]=[CH:16][N:15]=2)[CH3:13])=[N:23][CH:24]=1.